This data is from Full USPTO retrosynthesis dataset with 1.9M reactions from patents (1976-2016). The task is: Predict the reactants needed to synthesize the given product. Given the product [C:21]([O:20][C:18]([N:10]([CH2:2][C:3](=[CH2:9])[C:4]([O:6][CH2:7][CH3:8])=[O:5])[C:11]([O:13][C:14]([CH3:17])([CH3:16])[CH3:15])=[O:12])=[O:19])([CH3:24])([CH3:23])[CH3:22], predict the reactants needed to synthesize it. The reactants are: Br[CH2:2][C:3](=[CH2:9])[C:4]([O:6][CH2:7][CH3:8])=[O:5].[NH:10]([C:18]([O:20][C:21]([CH3:24])([CH3:23])[CH3:22])=[O:19])[C:11]([O:13][C:14]([CH3:17])([CH3:16])[CH3:15])=[O:12].C(=O)([O-])[O-].[K+].[K+].